This data is from Catalyst prediction with 721,799 reactions and 888 catalyst types from USPTO. The task is: Predict which catalyst facilitates the given reaction. Reactant: [NH2:1][C:2]1[C:11]2[C:6](=[C:7]([Br:12])[CH:8]=[CH:9][CH:10]=2)[N:5]=[N:4][C:3]=1[C:13]([OH:15])=O.C1N=CN(C(N2C=NC=C2)=O)C=1.[CH2:28]([NH2:31])[CH:29]=[CH2:30]. Product: [CH2:28]([NH:31][C:13]([C:3]1[N:4]=[N:5][C:6]2[C:11]([C:2]=1[NH2:1])=[CH:10][CH:9]=[CH:8][C:7]=2[Br:12])=[O:15])[CH:29]=[CH2:30]. The catalyst class is: 9.